This data is from Catalyst prediction with 721,799 reactions and 888 catalyst types from USPTO. The task is: Predict which catalyst facilitates the given reaction. (1) Reactant: [O:1]1[C:5]2[CH:6]=[C:7]3[CH:12]=[C:11]([C:13]([O:15]CC)=[O:14])[O:10][C:8]3=[CH:9][C:4]=2[NH:3][C:2]1=[O:18].[OH-].[K+]. Product: [O:1]1[C:5]2[CH:6]=[C:7]3[CH:12]=[C:11]([C:13]([OH:15])=[O:14])[O:10][C:8]3=[CH:9][C:4]=2[NH:3][C:2]1=[O:18]. The catalyst class is: 8. (2) Reactant: COC1C=CC(C[N:8]2[C:12]3[N:13]=[CH:14][C:15]4[CH2:16][CH2:17][C:18]5[N:23]=[C:22]([CH3:24])[S:21][C:19]=5[C:20]=4[C:11]=3[CH:10]=[N:9]2)=CC=1.O.C(=O)([O-])[O-].[K+].[K+]. Product: [CH3:24][C:22]1[S:21][C:19]2[C:20]3[C:11]4[CH:10]=[N:9][NH:8][C:12]=4[N:13]=[CH:14][C:15]=3[CH2:16][CH2:17][C:18]=2[N:23]=1. The catalyst class is: 55. (3) Reactant: [CH2:1]([O:8][CH2:9][C:10]1[N:11]([C:18]2[CH:23]=[CH:22]N=CC=2)[CH:12]=[C:13]([CH:15]([CH3:17])[CH3:16])[N:14]=1)[C:2]1[CH:7]=[CH:6][CH:5]=[CH:4][CH:3]=1.[Cl:24][C:25]1[CH:26]=[C:27]([S:32]Cl)[CH:28]=[C:29]([Cl:31])[CH:30]=1.[CH2:34]([N:36](CC)[CH2:37]C)[CH3:35].O. Product: [CH2:1]([O:8][CH2:9][C:10]1[N:11]([CH2:18][C:23]2[CH:22]=[CH:37][N:36]=[CH:34][CH:35]=2)[C:12]([S:32][C:27]2[CH:26]=[C:25]([Cl:24])[CH:30]=[C:29]([Cl:31])[CH:28]=2)=[C:13]([CH:15]([CH3:16])[CH3:17])[N:14]=1)[C:2]1[CH:3]=[CH:4][CH:5]=[CH:6][CH:7]=1. The catalyst class is: 11. (4) Reactant: Cl.[CH2:2]([O:4][C:5]([C@@:7]1([NH2:12])[CH2:9][C@H:8]1[CH:10]=[CH2:11])=[O:6])[CH3:3].CCN(C(C)C)C(C)C.[C:22]([O:26][C:27]([N:29]1[CH2:33][C@H:32]([O:34][C:35]2[C:44]3[C:39](=[CH:40][C:41]([O:45][CH3:46])=[CH:42][CH:43]=3)[N:38]=[C:37]([C:47]([O:49][CH3:50])=[O:48])[CH:36]=2)[CH2:31][C@H:30]1[C:51](O)=[O:52])=[O:28])([CH3:25])([CH3:24])[CH3:23].CN(C(ON1N=NC2C=CC=CC1=2)=[N+](C)C)C.[B-](F)(F)(F)F. Product: [C:22]([O:26][C:27]([N:29]1[CH2:33][C@H:32]([O:34][C:35]2[C:44]3[C:39](=[CH:40][C:41]([O:45][CH3:46])=[CH:42][CH:43]=3)[N:38]=[C:37]([C:47]([O:49][CH3:50])=[O:48])[CH:36]=2)[CH2:31][C@H:30]1[C:51](=[O:52])[NH:12][C@:7]1([C:5]([O:4][CH2:2][CH3:3])=[O:6])[CH2:9][C@H:8]1[CH:10]=[CH2:11])=[O:28])([CH3:24])([CH3:25])[CH3:23]. The catalyst class is: 10.